Dataset: Catalyst prediction with 721,799 reactions and 888 catalyst types from USPTO. Task: Predict which catalyst facilitates the given reaction. (1) Reactant: Cl[C:2]1[CH:7]=[CH:6][N:5]2[C:8]([C:11]3[CH:12]=[C:13]([NH:17][C:18]([NH:20][CH2:21][C:22]([F:25])([F:24])[F:23])=[O:19])[CH:14]=[CH:15][CH:16]=3)=[CH:9][N:10]=[C:4]2[CH:3]=1.C([Sn](CCCC)(CCCC)[C:31]([O:33]CC)=[CH2:32])CCC.[Cl-].[Li+]. Product: [C:31]([C:2]1[CH:7]=[CH:6][N:5]2[C:8]([C:11]3[CH:12]=[C:13]([NH:17][C:18]([NH:20][CH2:21][C:22]([F:25])([F:24])[F:23])=[O:19])[CH:14]=[CH:15][CH:16]=3)=[CH:9][N:10]=[C:4]2[CH:3]=1)(=[O:33])[CH3:32]. The catalyst class is: 790. (2) Reactant: [CH3:1][S:2]([OH:5])(=[O:4])=[O:3].O.[C:7]1([CH3:17])[CH:12]=[CH:11][C:10]([S:13]([OH:16])(=[O:15])=[O:14])=[CH:9][CH:8]=1.O. Product: [S:13]([C:10]1[CH:11]=[CH:12][C:7]([CH3:17])=[CH:8][CH:9]=1)([O-:16])(=[O:15])=[O:14].[CH3:1][S:2]([OH:5])(=[O:4])=[O:3]. The catalyst class is: 32. (3) Reactant: [OH:1][CH2:2][C@@H:3]([N:8]([CH3:19])[C:9](=[O:18])[O:10][CH2:11][C:12]1[CH:17]=[CH:16][CH:15]=[CH:14][CH:13]=1)[C@@H:4]([CH3:7])[CH2:5][CH3:6].C(N(CC)CC)C.O.COC(C)(C)C. Product: [CH3:19][N:8]([C@@H:3]([C@@H:4]([CH3:7])[CH2:5][CH3:6])[CH:2]=[O:1])[C:9](=[O:18])[O:10][CH2:11][C:12]1[CH:13]=[CH:14][CH:15]=[CH:16][CH:17]=1. The catalyst class is: 16. (4) Reactant: C[O:2][C:3]1[N:8]=[CH:7][C:6]([NH:9][CH:10]=[C:11]([C:17](=[O:19])[CH3:18])[C:12]([O:14]CC)=O)=[CH:5][CH:4]=1.C[Si](Cl)(C)C.[I-].[Na+].S([O-])([O-])(=O)=S.[Na+].[Na+]. Product: [OH:14][C:12]1[C:7]2[C:6](=[CH:5][CH:4]=[C:3]([OH:2])[N:8]=2)[N:9]=[CH:10][C:11]=1[C:17](=[O:19])[CH3:18]. The catalyst class is: 10.